From a dataset of Forward reaction prediction with 1.9M reactions from USPTO patents (1976-2016). Predict the product of the given reaction. (1) Given the reactants [C:1]([O:4][CH2:5][C:6]([OH:8])=O)(=[O:3])[CH3:2].Cl.[NH2:10][CH2:11][C:12]1[C:17]([Cl:18])=[N:16][CH:15]=[CH:14][N:13]=1, predict the reaction product. The product is: [C:1]([O:4][CH2:5][C:6]([NH:10][CH2:11][C:12]1[C:17]([Cl:18])=[N:16][CH:15]=[CH:14][N:13]=1)=[O:8])(=[O:3])[CH3:2]. (2) Given the reactants [F:1][C:2]1[CH:7]=[CH:6][C:5]([S:8]([C:11]2[N:15]([C:16]3[C:17]([F:22])=[N:18][CH:19]=[CH:20][CH:21]=3)[N:14]=[C:13]([CH2:23][OH:24])[CH:12]=2)(=[O:10])=[O:9])=[CH:4][CH:3]=1, predict the reaction product. The product is: [F:1][C:2]1[CH:7]=[CH:6][C:5]([S:8]([C:11]2[N:15]([C:16]3[C:17]([F:22])=[N:18][CH:19]=[CH:20][CH:21]=3)[N:14]=[C:13]([CH:23]=[O:24])[CH:12]=2)(=[O:9])=[O:10])=[CH:4][CH:3]=1. (3) Given the reactants [C:1]1([CH3:22])[CH:6]=[C:5]([CH3:7])[CH:4]=[C:3]([CH3:8])[C:2]=1[NH:9][C:10](=O)[C:11]([NH:13][C:14]1[CH:19]=[CH:18][CH:17]=[CH:16][C:15]=1[OH:20])=O.B.[CH2:24]1COCC1.[ClH:29], predict the reaction product. The product is: [Cl-:29].[C:1]1([CH3:22])[CH:6]=[C:5]([CH3:7])[CH:4]=[C:3]([CH3:8])[C:2]=1[N+:9]1[CH2:10][CH2:11][N:13]([C:14]2[CH:19]=[CH:18][CH:17]=[CH:16][C:15]=2[OH:20])[CH:24]=1. (4) Given the reactants Cl[C:2]1[N:7]=[C:6]([O:8][CH3:9])[C:5]([NH2:10])=[CH:4][N:3]=1.[CH3:11][N:12]1[CH:16]=[C:15](B2OC(C)(C)C(C)(C)O2)[CH:14]=[N:13]1.[F-].[Cs+], predict the reaction product. The product is: [CH3:9][O:8][C:6]1[C:5]([NH2:10])=[CH:4][N:3]=[C:2]([C:15]2[CH:14]=[N:13][N:12]([CH3:11])[CH:16]=2)[N:7]=1. (5) Given the reactants [F:1][C:2]([F:30])([F:29])[C:3]1[CH:28]=[CH:27][CH:26]=[CH:25][C:4]=1[C:5]([N:7]1[CH2:12][CH2:11][N:10]([C:13]2[N:18]=[N:17][C:16]([N:19]3[CH2:23][CH2:22][NH:21][C:20]3=[O:24])=[CH:15][CH:14]=2)[CH2:9][CH2:8]1)=[O:6].[H-].[Na+].I[CH2:34][CH2:35][CH:36]([CH3:38])[CH3:37].O, predict the reaction product. The product is: [CH3:37][CH:36]([CH3:38])[CH2:35][CH2:34][N:21]1[CH2:22][CH2:23][N:19]([C:16]2[N:17]=[N:18][C:13]([N:10]3[CH2:9][CH2:8][N:7]([C:5](=[O:6])[C:4]4[CH:25]=[CH:26][CH:27]=[CH:28][C:3]=4[C:2]([F:1])([F:29])[F:30])[CH2:12][CH2:11]3)=[CH:14][CH:15]=2)[C:20]1=[O:24]. (6) Given the reactants [NH2:1][CH2:2][CH2:3][CH2:4][CH2:5][CH2:6][S:7]([NH:10][CH3:11])(=[O:9])=[O:8].[CH3:12][C:13]([O:16][C:17](O[C:17]([O:16][C:13]([CH3:15])([CH3:14])[CH3:12])=[O:18])=[O:18])([CH3:15])[CH3:14], predict the reaction product. The product is: [CH3:11][NH:10][S:7]([CH2:6][CH2:5][CH2:4][CH2:3][CH2:2][NH:1][C:17](=[O:18])[O:16][C:13]([CH3:15])([CH3:14])[CH3:12])(=[O:9])=[O:8]. (7) Given the reactants [N:1]1([C:7]2[CH:14]=[CH:13][C:10]([CH2:11][NH2:12])=[CH:9][CH:8]=2)[CH2:6][CH2:5][CH2:4][CH2:3][CH2:2]1.[N:15]([C:18]1[CH:27]=[CH:26][CH:25]=[C:24]2[C:19]=1[CH:20]=[C:21]([CH3:28])[N:22]=[CH:23]2)=[C:16]=[O:17].N(C1C=CC=C2C=1C=CN=C2)=C=O, predict the reaction product. The product is: [CH3:28][C:21]1[N:22]=[CH:23][C:24]2[C:19]([CH:20]=1)=[C:18]([NH:15][C:16]([NH:12][CH2:11][C:10]1[CH:13]=[CH:14][C:7]([N:1]3[CH2:2][CH2:3][CH2:4][CH2:5][CH2:6]3)=[CH:8][CH:9]=1)=[O:17])[CH:27]=[CH:26][CH:25]=2.